This data is from Reaction yield outcomes from USPTO patents with 853,638 reactions. The task is: Predict the reaction yield, written as a fraction of the theoretical maximum amount of product (1.0 means a 100% yield; for example, 0.34 means a 34% yield). The reactants are [CH3:1][O:2][C:3](=[O:18])[C:4]1[C:9]([F:10])=[CH:8][CH:7]=[C:6]([N+:11]([O-])=O)[C:5]=1[NH:14][CH:15]1[CH2:17][CH2:16]1. The catalyst is CCOC(C)=O. The product is [CH3:1][O:2][C:3](=[O:18])[C:4]1[C:9]([F:10])=[CH:8][CH:7]=[C:6]([NH2:11])[C:5]=1[NH:14][CH:15]1[CH2:16][CH2:17]1. The yield is 0.990.